This data is from Full USPTO retrosynthesis dataset with 1.9M reactions from patents (1976-2016). The task is: Predict the reactants needed to synthesize the given product. (1) Given the product [OH:18][C@@H:17]([C:19]1[CH:24]=[CH:23][CH:22]=[CH:21][CH:20]=1)[C:16]([O-:26])=[O:25].[Br:10][C:9]1[C:8](=[O:11])[N:7]2[C:12]([CH3:15])=[CH:13][S:14][C:6]2=[N:5][C:4]=1[C@@H:2]([NH3+:1])[CH3:3], predict the reactants needed to synthesize it. The reactants are: [NH2:1][CH:2]([C:4]1[N:5]=[C:6]2[S:14][CH:13]=[C:12]([CH3:15])[N:7]2[C:8](=[O:11])[C:9]=1[Br:10])[CH3:3].[C:16]([OH:26])(=[O:25])[C@H:17]([C:19]1[CH:24]=[CH:23][CH:22]=[CH:21][CH:20]=1)[OH:18]. (2) Given the product [CH:14](=[N:23][CH:24]([CH2:29][CH2:30][CH2:31][CH3:32])[C:25]([O:27][CH3:28])=[O:26])[C:15]1[CH:20]=[CH:19][CH:18]=[CH:17][CH:16]=1, predict the reactants needed to synthesize it. The reactants are: C(N(CC)CC)C.S([O-])([O-])(=O)=O.[Mg+2].[CH:14](=O)[C:15]1[CH:20]=[CH:19][CH:18]=[CH:17][CH:16]=1.Cl.[NH2:23][CH:24]([CH2:29][CH2:30][CH2:31][CH3:32])[C:25]([O:27][CH3:28])=[O:26]. (3) The reactants are: [N+:1]([C:4]1[CH:9]=[C:8]([C:10]([CH3:13])([CH3:12])[CH3:11])[CH:7]=[CH:6][C:5]=1[OH:14])([O-:3])=[O:2].[CH3:15][N:16]([CH3:20])[CH2:17][CH2:18]O.C1C=CC(P(C2C=CC=CC=2)C2C=CC=CC=2)=CC=1.CCOC(/N=N/C(OCC)=O)=O. Given the product [C:10]([C:8]1[CH:7]=[CH:6][C:5]([O:14][CH2:18][CH2:17][N:16]([CH3:20])[CH3:15])=[C:4]([N+:1]([O-:3])=[O:2])[CH:9]=1)([CH3:11])([CH3:13])[CH3:12], predict the reactants needed to synthesize it. (4) Given the product [Cl:22][C:21]1[CH:20]=[C:19]([N:5]2[CH2:6][C@H:1]3[CH2:7][C@@H:4]2[CH2:3][N:2]3[C:8]([O:10][C:11]([CH3:14])([CH3:13])[CH3:12])=[O:9])[CH:18]=[N:17][C:16]=1[Cl:15], predict the reactants needed to synthesize it. The reactants are: [C@@H:1]12[CH2:7][C@@H:4]([NH:5][CH2:6]1)[CH2:3][N:2]2[C:8]([O:10][C:11]([CH3:14])([CH3:13])[CH3:12])=[O:9].[Cl:15][C:16]1[C:21]([Cl:22])=[CH:20][C:19](I)=[CH:18][N:17]=1. (5) Given the product [Cl:32][C:33]1[CH:38]=[CH:37][C:36]([C:2]2[C:7]([CH:8]([CH2:13][CH2:14][CH3:15])[C:9]([O:11][CH3:12])=[O:10])=[C:6]([CH3:16])[N:5]=[C:4]([N:17]3[CH2:22][CH2:21][CH2:20][CH2:19][CH2:18]3)[N:3]=2)=[C:35]([F:42])[CH:34]=1, predict the reactants needed to synthesize it. The reactants are: Cl[C:2]1[C:7]([CH:8]([CH2:13][CH2:14][CH3:15])[C:9]([O:11][CH3:12])=[O:10])=[C:6]([CH3:16])[N:5]=[C:4]([N:17]2[CH2:22][CH2:21][CH2:20][CH2:19][CH2:18]2)[N:3]=1.C(N(CC)C(C)C)(C)C.[Cl:32][C:33]1[CH:38]=[CH:37][C:36](B(O)O)=[C:35]([F:42])[CH:34]=1.